Dataset: Forward reaction prediction with 1.9M reactions from USPTO patents (1976-2016). Task: Predict the product of the given reaction. (1) The product is: [F:27][C:24]1[CH:25]=[CH:26][C:21]([NH:20][C:17]2[N:18]([CH3:19])[C:9]3[C:8]4[C:7](=[O:29])[NH:6][C:5]([CH:4]=[CH:3][CH2:2][NH:1][C:37]([CH:34]5[CH2:35][CH2:36][P:31]([CH3:30])(=[O:40])[CH2:32][CH2:33]5)=[O:38])=[C:14]([CH3:15])[C:13]=4[CH:12]=[CH:11][C:10]=3[N:16]=2)=[C:22]([CH3:28])[CH:23]=1. Given the reactants [NH2:1][CH2:2][CH:3]=[CH:4][C:5]1[NH:6][C:7](=[O:29])[C:8]2[C:9]3[N:18]([CH3:19])[C:17]([NH:20][C:21]4[CH:26]=[CH:25][C:24]([F:27])=[CH:23][C:22]=4[CH3:28])=[N:16][C:10]=3[CH:11]=[CH:12][C:13]=2[C:14]=1[CH3:15].[CH3:30][P:31]1(=[O:40])[CH2:36][CH2:35][CH:34]([C:37](O)=[O:38])[CH2:33][CH2:32]1.CN(C(ON1N=NC2C=CC=NC1=2)=[N+](C)C)C.F[P-](F)(F)(F)(F)F, predict the reaction product. (2) Given the reactants Br[C:2]1[CH:7]=[CH:6][C:5]([NH:8][C:9](=[O:15])[O:10][C:11]([CH3:14])([CH3:13])[CH3:12])=[CH:4][CH:3]=1.[N:16]1[CH:21]=[CH:20][C:19](B(O)O)=[CH:18][CH:17]=1.C([O-])([O-])=O.[K+].[K+].C(Cl)Cl, predict the reaction product. The product is: [N:16]1[CH:21]=[CH:20][C:19]([C:2]2[CH:7]=[CH:6][C:5]([NH:8][C:9](=[O:15])[O:10][C:11]([CH3:14])([CH3:13])[CH3:12])=[CH:4][CH:3]=2)=[CH:18][CH:17]=1.